Dataset: Catalyst prediction with 721,799 reactions and 888 catalyst types from USPTO. Task: Predict which catalyst facilitates the given reaction. (1) Reactant: [CH3:1][O:2][C:3]1[CH:8]=[C:7]([O:9][CH3:10])[CH:6]=[CH:5][C:4]=1[C:11]([C:13]1[CH:18]=[CH:17][CH:16]=[C:15]([Cl:19])[C:14]=1F)=O.O.[NH2:22][NH2:23]. Product: [Cl:19][C:15]1[CH:16]=[CH:17][CH:18]=[C:13]2[C:14]=1[NH:23][N:22]=[C:11]2[C:4]1[CH:5]=[CH:6][C:7]([O:9][CH3:10])=[CH:8][C:3]=1[O:2][CH3:1]. The catalyst class is: 142. (2) Reactant: C([O:4][CH2:5][C@@H:6]1[CH2:11][CH2:10][CH2:9][C@H:8]([C:12]#[N:13])[O:7]1)(=O)C.CCN(CC)CC. Product: [OH:4][CH2:5][C@H:6]1[O:7][C@@H:8]([C:12]#[N:13])[CH2:9][CH2:10][CH2:11]1. The catalyst class is: 5. (3) Reactant: [C:9](O[C:9]([O:11][C:12]([CH3:15])([CH3:14])[CH3:13])=[O:10])([O:11][C:12]([CH3:15])([CH3:14])[CH3:13])=[O:10].[CH2:16]([NH2:19])[CH2:17][NH2:18]. Product: [NH2:18][CH2:17][CH2:16][NH:19][C:9](=[O:10])[O:11][C:12]([CH3:13])([CH3:14])[CH3:15]. The catalyst class is: 4. (4) Reactant: [F:1][C:2]([F:21])([F:20])[O:3][C:4]1[CH:5]=[C:6]([CH:17]=[CH:18][CH:19]=1)[O:7][C:8]1[CH:9]=[C:10]([N+:14]([O-])=O)[CH:11]=[CH:12][CH:13]=1. Product: [F:1][C:2]([F:20])([F:21])[O:3][C:4]1[CH:5]=[C:6]([CH:17]=[CH:18][CH:19]=1)[O:7][C:8]1[CH:9]=[C:10]([CH:11]=[CH:12][CH:13]=1)[NH2:14]. The catalyst class is: 183. (5) Reactant: C[O:2][C:3](=[O:43])[C:4]1[CH:9]=[CH:8][C:7]([NH:10][C:11]([C@@H:13]2[NH:17][C@@H:16]([CH2:18][C:19]([CH3:22])([CH3:21])[CH3:20])[C@:15]3([C:30]4[C:25](=[CH:26][C:27]([Cl:31])=[CH:28][CH:29]=4)[NH:24][C:23]3=[O:32])[C@H:14]2[C:33]2[CH:38]=[C:37]([F:39])[CH:36]=[C:35]([Cl:40])[CH:34]=2)=[O:12])=[C:6]([O:41][CH3:42])[CH:5]=1.[OH-].[Na+].Cl. Product: [Cl:31][C:27]1[CH:26]=[C:25]2[NH:24][C:23](=[O:32])[C@:15]3([C@@H:14]([C:33]4[CH:38]=[C:37]([F:39])[CH:36]=[C:35]([Cl:40])[CH:34]=4)[C@H:13]([C:11]([NH:10][C:7]4[CH:8]=[CH:9][C:4]([C:3]([OH:43])=[O:2])=[CH:5][C:6]=4[O:41][CH3:42])=[O:12])[NH:17][C@H:16]3[CH2:18][C:19]([CH3:21])([CH3:20])[CH3:22])[C:30]2=[CH:29][CH:28]=1. The catalyst class is: 200. (6) Reactant: [C:1]1([C:19]2[CH:24]=[CH:23][CH:22]=[CH:21][CH:20]=2)[CH:6]=[CH:5][CH:4]=[C:3]([NH:7][C:8]2[C:9]([N+:16]([O-])=O)=[C:10]([CH:13]=[CH:14][CH:15]=2)[C:11]#[N:12])[CH:2]=1.S(S([O-])=O)([O-])=O.[Na+].[Na+]. Product: [C:1]1([C:19]2[CH:20]=[CH:21][CH:22]=[CH:23][CH:24]=2)[CH:6]=[CH:5][CH:4]=[C:3]([NH:7][C:8]2[C:9]([NH2:16])=[C:10]([CH:13]=[CH:14][CH:15]=2)[C:11]#[N:12])[CH:2]=1. The catalyst class is: 40. (7) Reactant: [CH:1]1[CH:2]=CC2NC=C(C(O[C@@H]3C[C@H]4N5CC(=O)[C@@H](C4)C[C@@H]5C3)=O)[C:5]=2[CH:6]=1.CS(O)(=O)=O.C1C=CC2NC=C(C(O[C@@H]3C[C@H]4N5CC(=O)[C@@H](C4)C[C@@H]5C3)=O)C=2C=1.O.[C:55]([O:63][CH2:64][CH3:65])(=[O:62])[CH2:56][C:57]([O:59][CH2:60][CH3:61])=[O:58].ClC/C=C\CCl.[H-].[Li+]. Product: [CH2:64]([O:63][C:55]([C:56]1([C:57]([O:59][CH2:60][CH3:61])=[O:58])[CH2:5][CH:6]=[CH:1][CH2:2]1)=[O:62])[CH3:65]. The catalyst class is: 9. (8) Reactant: [OH:1][CH:2]1[CH2:6][O:5][C:4](=[O:7])[CH2:3]1.[O:8]1[CH:13]=[CH:12][CH2:11][CH2:10][CH2:9]1.CC1C=CC(S([O-])(=O)=O)=CC=1.C1C=C[NH+]=CC=1. Product: [O:8]1[CH2:13][CH2:12][CH2:11][CH2:10][CH:9]1[O:1][CH:2]1[CH2:6][O:5][C:4](=[O:7])[CH2:3]1. The catalyst class is: 2. (9) Reactant: [Cl:1][C:2]1[CH:16]=[C:15]([Cl:17])[CH:14]=[CH:13][C:3]=1[CH2:4][N:5]1[CH:10]=[CH:9][C:8]([OH:11])=[CH:7][C:6]1=[O:12].[H-].[Na+].[CH2:20](Br)[C:21]1[CH:26]=[CH:25][CH:24]=[CH:23][CH:22]=1. Product: [CH2:20]([O:11][C:8]1[CH:9]=[CH:10][N:5]([CH2:4][C:3]2[CH:13]=[CH:14][C:15]([Cl:17])=[CH:16][C:2]=2[Cl:1])[C:6](=[O:12])[CH:7]=1)[C:21]1[CH:26]=[CH:25][CH:24]=[CH:23][CH:22]=1. The catalyst class is: 3. (10) Reactant: C[O:2][C:3]([C:5]1[S:6][C:7]([C:20]2[CH:25]=[CH:24][CH:23]=[CH:22][CH:21]=2)=[CH:8][C:9]=1[NH:10][CH2:11][C:12]1[CH:17]=[CH:16][C:15]([Cl:18])=[CH:14][C:13]=1[Cl:19])=[O:4].[Li+].[OH-]. Product: [Cl:19][C:13]1[CH:14]=[C:15]([Cl:18])[CH:16]=[CH:17][C:12]=1[CH2:11][NH:10][C:9]1[CH:8]=[C:7]([C:20]2[CH:21]=[CH:22][CH:23]=[CH:24][CH:25]=2)[S:6][C:5]=1[C:3]([OH:4])=[O:2]. The catalyst class is: 87.